Dataset: Catalyst prediction with 721,799 reactions and 888 catalyst types from USPTO. Task: Predict which catalyst facilitates the given reaction. (1) Product: [S:20]([O:1][CH2:2][CH2:3][CH2:4][CH2:5][CH2:6][CH2:7][C:8]([O:10][CH3:11])=[O:9])(=[O:22])(=[O:21])[NH2:23]. The catalyst class is: 2. Reactant: [OH:1][CH2:2][CH2:3][CH2:4][CH2:5][CH2:6][CH2:7][C:8]([O:10][CH3:11])=[O:9].CCN(CC)CC.Cl[S:20]([N:23]=C=O)(=[O:22])=[O:21].C(O)=O. (2) Reactant: C([N:8](CC1C=CC=CC=1)[C@@H:9]1[CH2:18][CH2:17][C:16]2[C:11](=[C:12]([O:26][CH3:27])[CH:13]=[CH:14][C:15]=2[N:19]2[CH2:24][CH2:23][N:22]([CH3:25])[CH2:21][CH2:20]2)[CH2:10]1)C1C=CC=CC=1.C([O-])=O.[NH4+]. Product: [CH3:27][O:26][C:12]1[CH:13]=[CH:14][C:15]([N:19]2[CH2:20][CH2:21][N:22]([CH3:25])[CH2:23][CH2:24]2)=[C:16]2[C:11]=1[CH2:10][C@H:9]([NH2:8])[CH2:18][CH2:17]2. The catalyst class is: 19. (3) Reactant: C(=O)([O-])[O-].[K+].[K+].[CH2:7]([O:9][C:10](=[O:14])[CH:11](Br)[CH3:12])[CH3:8].[C:15]1([C:25]2[N:30]=[N:29][N:28]=[C:27]([C:31]3[CH:36]=[CH:35][C:34]([OH:37])=[CH:33][C:32]=3[OH:38])[C:26]=2[C:39]2[C:48]3[C:43](=[CH:44][CH:45]=[CH:46][CH:47]=3)[CH:42]=[CH:41][CH:40]=2)[C:24]2[C:19](=[CH:20][CH:21]=[CH:22][CH:23]=2)[CH:18]=[CH:17][CH:16]=1. Product: [C:15]1([C:25]2[N:30]=[N:29][N:28]=[C:27]([C:31]3[CH:36]=[CH:35][C:34]([O:37][CH:11]([C:10]([O:9][CH2:7][CH3:8])=[O:14])[CH3:12])=[CH:33][C:32]=3[OH:38])[C:26]=2[C:39]2[C:48]3[C:43](=[CH:44][CH:45]=[CH:46][CH:47]=3)[CH:42]=[CH:41][CH:40]=2)[C:24]2[C:19](=[CH:20][CH:21]=[CH:22][CH:23]=2)[CH:18]=[CH:17][CH:16]=1. The catalyst class is: 3. (4) Reactant: [CH:1]1([N:7]([C:34](=[O:48])[CH2:35][CH2:36][NH:37][CH2:38][CH2:39][C:40]2[CH:45]=[CH:44][CH:43]=[C:42]([F:46])[C:41]=2[F:47])[CH2:8][CH2:9][N:10]([CH2:21][CH2:22][C:23]2[C:31]3[S:30][C:29](=[O:32])[NH:28][C:27]=3[C:26]([OH:33])=[CH:25][CH:24]=2)C(=O)OCC2C=CC=CC=2)[CH2:6][CH2:5][CH2:4][CH2:3][CH2:2]1.[BrH:49].C(O)(=O)C.C1(C)C=CC=CC=1. The catalyst class is: 15. Product: [BrH:49].[BrH:49].[CH:1]1([N:7]([CH2:8][CH2:9][NH:10][CH2:21][CH2:22][C:23]2[C:31]3[S:30][C:29](=[O:32])[NH:28][C:27]=3[C:26]([OH:33])=[CH:25][CH:24]=2)[C:34](=[O:48])[CH2:35][CH2:36][NH:37][CH2:38][CH2:39][C:40]2[CH:45]=[CH:44][CH:43]=[C:42]([F:46])[C:41]=2[F:47])[CH2:2][CH2:3][CH2:4][CH2:5][CH2:6]1. (5) Reactant: [C:1]([C:5]1[CH:9]=[C:8](C(O)=O)[N:7](C(C)C)[N:6]=1)([CH3:4])([CH3:3])[CH3:2].C([N:18]([CH2:21]C)CC)C.C1(P(N=[N+]=[N-])([C:31]2[CH:36]=[CH:35]C=CC=2)=O)C=CC=CC=1.[Cl:40][C:41]([Cl:45])([Cl:44])[CH2:42][OH:43].[O:46]1CCOCC1. Product: [C:1]([C:5]1[CH:9]=[C:8]([N:18]([CH:36]([CH3:35])[CH3:31])[C:21](=[O:46])[O:43][CH2:42][C:41]([Cl:45])([Cl:44])[Cl:40])[NH:7][N:6]=1)([CH3:2])([CH3:3])[CH3:4]. The catalyst class is: 170. (6) Reactant: O[CH2:2][CH2:3][NH:4][C:5]([NH:7][CH:8]([C:16]1[S:17][C:18]([CH3:21])=[CH:19][CH:20]=1)[CH2:9][C:10]1[CH:15]=[CH:14][N:13]=[CH:12][CH:11]=1)=[S:6].C(N(C(C)C)CC)(C)C.[I-].C(C[P+](C)(C)C)#N. Product: [S:6]1[CH2:2][CH2:3][N:4]=[C:5]1[NH:7][CH:8]([C:16]1[S:17][C:18]([CH3:21])=[CH:19][CH:20]=1)[CH2:9][C:10]1[CH:15]=[CH:14][N:13]=[CH:12][CH:11]=1. The catalyst class is: 397. (7) Reactant: [NH2:1][C:2]12[CH2:9][C:6]([C:10]([O:12][CH3:13])=[O:11])([CH2:7][CH2:8]1)[CH2:5][CH2:4][CH2:3]2.[CH3:14][C:15]([O:18][C:19](O[C:19]([O:18][C:15]([CH3:17])([CH3:16])[CH3:14])=[O:20])=[O:20])([CH3:17])[CH3:16]. Product: [C:15]([O:18][C:19]([NH:1][C:2]12[CH2:9][C:6]([C:10]([O:12][CH3:13])=[O:11])([CH2:7][CH2:8]1)[CH2:5][CH2:4][CH2:3]2)=[O:20])([CH3:17])([CH3:16])[CH3:14]. The catalyst class is: 1.